Task: Predict the reactants needed to synthesize the given product.. Dataset: Full USPTO retrosynthesis dataset with 1.9M reactions from patents (1976-2016) (1) Given the product [OH:23][CH:22]([CH2:24][OH:17])[CH2:21][O:4][C:5]1[CH:12]=[CH:11][C:8]([CH:9]=[O:10])=[CH:7][CH:6]=1, predict the reactants needed to synthesize it. The reactants are: C([O:4][C:5]1[CH:12]=[CH:11][C:8]([CH:9]=[O:10])=[CH:7][CH:6]=1)C=C.C[N+]1([O-])CC[O:17]CC1.[CH3:21][C:22]([CH3:24])=[O:23]. (2) Given the product [CH3:23][O:22][C:16]1[CH:15]=[C:14]([CH:6]([CH:7]([O:8][CH2:9][CH3:10])[O:11][CH2:12][CH3:13])[CH2:5][C:4]([OH:29])=[O:3])[CH:19]=[CH:18][C:17]=1[O:20][CH3:21], predict the reactants needed to synthesize it. The reactants are: C([O:3][C:4](=[O:29])[CH:5](C(OCC)=O)[CH:6]([C:14]1[CH:19]=[CH:18][C:17]([O:20][CH3:21])=[C:16]([O:22][CH3:23])[CH:15]=1)[CH:7]([O:11][CH2:12][CH3:13])[O:8][CH2:9][CH3:10])C.[OH-].[K+].O.Cl. (3) Given the product [N:35]1[CH:36]=[CH:37][N:38]2[CH:14]=[CH:15][C:16]([C:17]([OH:20])([CH3:18])[CH3:19])=[N:33][C:34]=12, predict the reactants needed to synthesize it. The reactants are: CC(OC(=O)C)(C)C(=O)C.C(O[CH:14](OCC)[CH2:15][C:16](=O)[C:17]([O:20]C(=O)C)([CH3:19])[CH3:18])C.S(O)(O)(=O)=O.[NH2:33][C:34]1[NH:35][CH:36]=[CH:37][N:38]=1.[NH2:33][C:34]1[NH:35][CH:36]=[CH:37][N:38]=1. (4) Given the product [CH3:7][N:6]([CH3:8])[C:5]1[CH:9]=[CH:10][C:11]([NH2:12])=[C:3]([C:2]([F:1])([F:15])[F:16])[CH:4]=1, predict the reactants needed to synthesize it. The reactants are: [F:1][C:2]([F:16])([F:15])[C:3]1[CH:4]=[C:5]([CH:9]=[CH:10][C:11]=1[N+:12]([O-])=O)[N:6]([CH3:8])[CH3:7]. (5) The reactants are: [O:1]1[CH2:6][C:5](=O)[NH:4][C:3]2[N:8]=[CH:9][CH:10]=[CH:11][C:2]1=2.[H-].[H-].[H-].[H-].[Li+].[Al+3]. Given the product [O:1]1[CH2:6][CH2:5][NH:4][C:3]2[N:8]=[CH:9][CH:10]=[CH:11][C:2]1=2, predict the reactants needed to synthesize it. (6) Given the product [N:26]1([CH:32]2[CH2:37][CH2:36][N:35]([C:2]3[N:7]4[CH:8]=[C:9]([CH2:11][N:12]5[C@H:25]6[C@H:16]([CH2:17][CH2:18][C:19]7[C:24]6=[N:23][CH:22]=[CH:21][CH:20]=7)[CH2:15][CH2:14][CH2:13]5)[N:10]=[C:6]4[CH:5]=[CH:4][CH:3]=3)[CH2:34][CH2:33]2)[CH2:31][CH2:30][CH2:29][CH2:28][CH2:27]1, predict the reactants needed to synthesize it. The reactants are: F[C:2]1[N:7]2[CH:8]=[C:9]([CH2:11][N:12]3[C@H:25]4[C@H:16]([CH2:17][CH2:18][C:19]5[C:24]4=[N:23][CH:22]=[CH:21][CH:20]=5)[CH2:15][CH2:14][CH2:13]3)[N:10]=[C:6]2[CH:5]=[CH:4][CH:3]=1.[N:26]1([CH:32]2[CH2:37][CH2:36][NH:35][CH2:34][CH2:33]2)[CH2:31][CH2:30][CH2:29][CH2:28][CH2:27]1. (7) Given the product [CH2:18]([O:17][C:15]([NH:25][CH2:26][C:27]([N:4]1[CH2:5][CH2:6][CH2:7][N:1]([C:8]([O:10][C:11]([CH3:14])([CH3:13])[CH3:12])=[O:9])[CH2:2][CH2:3]1)=[O:28])=[O:16])[C:19]1[CH:24]=[CH:23][CH:22]=[CH:21][CH:20]=1, predict the reactants needed to synthesize it. The reactants are: [N:1]1([C:8]([O:10][C:11]([CH3:14])([CH3:13])[CH3:12])=[O:9])[CH2:7][CH2:6][CH2:5][NH:4][CH2:3][CH2:2]1.[C:15]([NH:25][CH2:26][C:27](O)=[O:28])([O:17][CH2:18][C:19]1[CH:24]=[CH:23][CH:22]=[CH:21][CH:20]=1)=[O:16].O.ON1C2C=CC=CC=2N=N1.C(N(CC)C(C)C)(C)C.Cl.CN(C)CCCN=C=NCC. (8) The reactants are: C(OCC[C:9]1[N:14]=[C:13]([N:15]2[CH2:24][CH2:23][C:22]3[C:21]([C:25]4[CH:30]=[CH:29][CH:28]=[CH:27][CH:26]=4)=[N:20][C:19]([CH3:31])=[N:18][C:17]=3[CH2:16]2)[CH:12]=[CH:11][N:10]=1)(=O)CCC.CC1N=C(C2C=CC=CC=2)C2CCNCC=2N=1.[C:49](O[C@@H](C1N=C(Cl)C=CN=1)C)(=[O:53])[CH2:50]CC.C(N(CC)CC)C. Given the product [CH3:31][C:19]1[N:20]=[C:21]([C:25]2[CH:26]=[CH:27][CH:28]=[CH:29][CH:30]=2)[C:22]2[CH2:23][CH2:24][N:15]([C:13]3[CH:12]=[CH:11][N:10]=[C:9]([C@H:49]([OH:53])[CH3:50])[N:14]=3)[CH2:16][C:17]=2[N:18]=1, predict the reactants needed to synthesize it. (9) Given the product [CH2:26]([S:28]([N:11]1[C:10]2[CH2:9][CH2:8][C@@H:7]([CH:4]3[CH2:3][CH2:2][O:1][CH2:6][CH2:5]3)[CH2:19][C:18]=2[C:17]2[C:12]1=[CH:13][CH:14]=[C:15]([C:20]([O:22][CH3:23])=[O:21])[CH:16]=2)(=[O:30])=[O:29])[CH3:27], predict the reactants needed to synthesize it. The reactants are: [O:1]1[CH2:6][CH2:5][CH:4]([C@H:7]2[CH2:19][C:18]3[C:17]4[C:12](=[CH:13][CH:14]=[C:15]([C:20]([O:22][CH3:23])=[O:21])[CH:16]=4)[NH:11][C:10]=3[CH2:9][CH2:8]2)[CH2:3][CH2:2]1.[H-].[Na+].[CH2:26]([S:28](Cl)(=[O:30])=[O:29])[CH3:27].